Dataset: Catalyst prediction with 721,799 reactions and 888 catalyst types from USPTO. Task: Predict which catalyst facilitates the given reaction. (1) Reactant: C([O:3][C:4]([C:6]1[N:11]2[N:12]=[C:13]([NH:15][C:16]([NH:18][CH2:19][CH3:20])=[O:17])[N:14]=[C:10]2[CH:9]=[C:8]([C:21]2[CH:22]=[N:23][CH:24]=[N:25][CH:26]=2)[CH:7]=1)=O)C.[CH2:27]([NH2:29])[CH3:28]. Product: [CH2:27]([NH:29][C:4]([C:6]1[N:11]2[N:12]=[C:13]([NH:15][C:16]([NH:18][CH2:19][CH3:20])=[O:17])[N:14]=[C:10]2[CH:9]=[C:8]([C:21]2[CH:22]=[N:23][CH:24]=[N:25][CH:26]=2)[CH:7]=1)=[O:3])[CH3:28]. The catalyst class is: 44. (2) Reactant: ClC1C=C2NC(=O)C3(C(CC(C)(C)C)[CH2:14][C:13](=[O:21])[NH:12][CH:11]3[C:22]3[CH:27]=[CH:26][CH:25]=[C:24]([Cl:28])[CH:23]=3)C2=CC=1.C(OC([N:35]1[C:43]2[C:38](=[CH:39][CH:40]=[C:41]([Cl:44])[CH:42]=2)/[C:37](=[CH:45]/[C:46]2[CH:51]=[CH:50][CH:49]=[CH:48][CH:47]=2)/[C:36]1=[O:52])=O)C.CO.[OH-].[Na+]. Product: [Cl:44][C:41]1[CH:42]=[C:43]2[NH:35][C:36](=[O:52])[C:37]3([CH:45]([C:46]4[CH:47]=[CH:48][CH:49]=[CH:50][CH:51]=4)[CH2:14][C:13](=[O:21])[NH:12][CH:11]3[C:22]3[CH:27]=[CH:26][CH:25]=[C:24]([Cl:28])[CH:23]=3)[C:38]2=[CH:39][CH:40]=1. The catalyst class is: 11. (3) Reactant: C(OC([NH:8][CH2:9][CH2:10][CH2:11][C:12]([O:14][C:15]1[C:20]([CH3:21])=[CH:19][CH:18]=[CH:17][C:16]=1[CH3:22])=[O:13])=O)(C)(C)C.[ClH:23]. Product: [ClH:23].[NH2:8][CH2:9][CH2:10][CH2:11][C:12]([O:14][C:15]1[C:20]([CH3:21])=[CH:19][CH:18]=[CH:17][C:16]=1[CH3:22])=[O:13]. The catalyst class is: 2. (4) Reactant: [C:1]([C:3]1[CH:4]=[C:5]([C:22]2[CH:27]=[CH:26][C:25]([C:28]([O:30]C)=[O:29])=[CH:24][C:23]=2[F:32])[CH:6]=[CH:7][C:8]=1[O:9][CH2:10][CH:11]1[CH2:16][CH2:15][N:14]([CH2:17][C:18]([F:21])([CH3:20])[CH3:19])[CH2:13][CH2:12]1)#[N:2].O[Li].O. Product: [C:1]([C:3]1[CH:4]=[C:5]([C:22]2[CH:27]=[CH:26][C:25]([C:28]([OH:30])=[O:29])=[CH:24][C:23]=2[F:32])[CH:6]=[CH:7][C:8]=1[O:9][CH2:10][CH:11]1[CH2:16][CH2:15][N:14]([CH2:17][C:18]([F:21])([CH3:20])[CH3:19])[CH2:13][CH2:12]1)#[N:2]. The catalyst class is: 6. (5) Reactant: [N:1]1([S:7]([NH2:10])(=[O:9])=[O:8])[CH2:6][CH2:5][O:4][CH2:3][CH2:2]1.C1(P(C2CCCCC2)C2C=CC=CC=2C2C(C(C)C)=CC(C(C)C)=CC=2C(C)C)CCCCC1.C(=O)([O-])[O-].[Cs+].[Cs+].Cl[C:52]1[CH:57]=[C:56]([O:58][C@@H:59]([C@H:61]2[CH2:65][O:64][C:63]([CH3:67])([CH3:66])[O:62]2)[CH3:60])[N:55]=[C:54]([S:68][CH2:69][C:70]2[CH:75]=[CH:74][CH:73]=[C:72]([F:76])[C:71]=2[F:77])[N:53]=1.[Cl-].[NH4+]. Product: [F:77][C:71]1[C:72]([F:76])=[CH:73][CH:74]=[CH:75][C:70]=1[CH2:69][S:68][C:54]1[N:53]=[C:52]([NH:10][S:7]([N:1]2[CH2:6][CH2:5][O:4][CH2:3][CH2:2]2)(=[O:9])=[O:8])[CH:57]=[C:56]([O:58][C@@H:59]([C@H:61]2[CH2:65][O:64][C:63]([CH3:66])([CH3:67])[O:62]2)[CH3:60])[N:55]=1. The catalyst class is: 62. (6) Reactant: Cl.[Cl:2][C:3]1[C:11]2[C:6](=[CH:7][CH:8]=[CH:9][CH:10]=2)[N:5]([C:12]2[CH:19]=[CH:18][C:15]([CH2:16][NH2:17])=[C:14]([F:20])[CH:13]=2)[C:4]=1[C:21]1[N:22]=[N:23][N:24]([CH3:26])[N:25]=1.[F:27][C:28]([F:39])([F:38])[C:29]([NH:31][C:32]1([C:35](O)=[O:36])[CH2:34][CH2:33]1)=[O:30].C(N(CC)CC)C.CN(C(ON1N=NC2C=CC=CC1=2)=[N+](C)C)C.F[P-](F)(F)(F)(F)F. Product: [Cl:2][C:3]1[C:11]2[C:6](=[CH:7][CH:8]=[CH:9][CH:10]=2)[N:5]([C:12]2[CH:19]=[CH:18][C:15]([CH2:16][NH:17][C:35]([C:32]3([NH:31][C:29](=[O:30])[C:28]([F:27])([F:38])[F:39])[CH2:33][CH2:34]3)=[O:36])=[C:14]([F:20])[CH:13]=2)[C:4]=1[C:21]1[N:22]=[N:23][N:24]([CH3:26])[N:25]=1. The catalyst class is: 9. (7) Reactant: [F:1][C:2]1[CH:3]=[C:4]2[C:8](=[CH:9][CH:10]=1)[NH:7][C:6](=[O:11])[C:5]2=[CH:12][C:13]1[CH:29]=[CH:28][C:16]([C:17]([NH:19][CH2:20][CH2:21][CH2:22][CH2:23][CH2:24][C:25](O)=[O:26])=[O:18])=[CH:15][CH:14]=1.C(N(CC)CC)C.ClC(OCC)=O.[NH2:43][OH:44]. Product: [F:1][C:2]1[CH:3]=[C:4]2[C:8](=[CH:9][CH:10]=1)[NH:7][C:6](=[O:11])[C:5]2=[CH:12][C:13]1[CH:29]=[CH:28][C:16]([C:17]([NH:19][CH2:20][CH2:21][CH2:22][CH2:23][CH2:24][C:25]([NH:43][OH:44])=[O:26])=[O:18])=[CH:15][CH:14]=1. The catalyst class is: 650. (8) Reactant: [CH2:1]([O:8][C:9]([N:11]1[CH2:16][CH2:15][CH:14]([C:17](Cl)=[O:18])[CH2:13][CH2:12]1)=[O:10])[C:2]1[CH:7]=[CH:6][CH:5]=[CH:4][CH:3]=1.C[Si]([CH:24]=[N+:25]=[N-:26])(C)C. Product: [CH2:1]([O:8][C:9]([N:11]1[CH2:16][CH2:15][CH:14]([C:17](=[O:18])[CH:24]=[N+:25]=[N-:26])[CH2:13][CH2:12]1)=[O:10])[C:2]1[CH:7]=[CH:6][CH:5]=[CH:4][CH:3]=1. The catalyst class is: 4. (9) Reactant: [Cl:1][C:2]1[CH:3]=[C:4]2[C:8](=[CH:9][CH:10]=1)[CH:7]([OH:11])[CH:6]([S:12]([CH3:15])(=[O:14])=[O:13])[CH2:5]2.N1C=CC=CC=1.[C:22](OC(=O)C)(=[O:24])[CH3:23]. Product: [C:22]([O:11][CH:7]1[C:8]2[C:4](=[CH:3][C:2]([Cl:1])=[CH:10][CH:9]=2)[CH2:5][CH:6]1[S:12]([CH3:15])(=[O:14])=[O:13])(=[O:24])[CH3:23]. The catalyst class is: 4.